From a dataset of Catalyst prediction with 721,799 reactions and 888 catalyst types from USPTO. Predict which catalyst facilitates the given reaction. (1) Reactant: [CH3:1][O:2][C:3]1[CH:8]=[CH:7][C:6]([CH2:9][C:10](Cl)=[O:11])=[CH:5][CH:4]=1.[C:13]1([Mg]Cl)[CH:18]=[CH:17][CH:16]=[CH:15][CH:14]=1.O. Product: [CH3:1][O:2][C:3]1[CH:8]=[CH:7][C:6]([CH2:9][C:10]([C:13]2[CH:18]=[CH:17][CH:16]=[CH:15][CH:14]=2)=[O:11])=[CH:5][CH:4]=1. The catalyst class is: 1. (2) Reactant: Cl.[NH2:2][C:3]1[N:8]=[C:7]([OH:9])[C:6]([CH2:10][C:11]2[CH:16]=[CH:15][C:14]([CH2:17][O:18]C3CCCCO3)=[CH:13][CH:12]=2)=[C:5]([CH3:25])[N:4]=1. Product: [NH2:2][C:3]1[N:8]=[C:7]([OH:9])[C:6]([CH2:10][C:11]2[CH:16]=[CH:15][C:14]([CH2:17][OH:18])=[CH:13][CH:12]=2)=[C:5]([CH3:25])[N:4]=1. The catalyst class is: 5.